From a dataset of Forward reaction prediction with 1.9M reactions from USPTO patents (1976-2016). Predict the product of the given reaction. (1) Given the reactants [N:1]1([NH2:7])[CH2:6][CH2:5][O:4][CH2:3][CH2:2]1.[OH:8][C:9]1[C:16]([OH:17])=[C:15]([OH:18])[CH:14]=[CH:13][C:10]=1[CH:11]=O, predict the reaction product. The product is: [O:4]1[CH2:5][CH2:6][N:1]([N:7]=[CH:11][C:10]2[CH:13]=[CH:14][C:15]([OH:18])=[C:16]([OH:17])[C:9]=2[OH:8])[CH2:2][CH2:3]1. (2) The product is: [CH:32]1([NH:36][S:37]([NH:21][C:18]([C:14]2[CH:15]=[CH:16][CH:17]=[C:12]([C:10]3[N:9]([CH3:22])[N:8]=[C:7]([CH2:6][C:5]4[CH:23]=[CH:24][C:2]([F:1])=[CH:3][CH:4]=4)[CH:11]=3)[CH:13]=2)([CH3:20])[CH3:19])(=[O:39])=[O:38])[CH2:35][CH2:34][CH2:33]1. Given the reactants [F:1][C:2]1[CH:24]=[CH:23][C:5]([CH2:6][C:7]2[CH:11]=[C:10]([C:12]3[CH:13]=[C:14]([C:18]([NH2:21])([CH3:20])[CH3:19])[CH:15]=[CH:16][CH:17]=3)[N:9]([CH3:22])[N:8]=2)=[CH:4][CH:3]=1.CCN(CC)CC.[CH:32]1([NH:36][S:37](Cl)(=[O:39])=[O:38])[CH2:35][CH2:34][CH2:33]1, predict the reaction product. (3) Given the reactants [CH3:1][C:2](C)([O-:4])C.[K+].Cl.[NH2:8]O.[Br:10][C:11]1[CH:12]=[C:13]([CH:16]=[CH:17][CH:18]=1)[C:14]#[N:15], predict the reaction product. The product is: [Br:10][C:11]1[CH:12]=[C:13]([C:14]2[N:8]=[C:2]([CH3:1])[O:4][N:15]=2)[CH:16]=[CH:17][CH:18]=1. (4) Given the reactants S(OC)(O[CH3:5])(=O)=O.[C:8]1([N:14]2[C:22](=[O:23])[C:21]3[C@H:20]4[C:24]([CH3:26])([CH3:25])[C@:17]([CH3:27])([CH2:18][CH2:19]4)[C:16]=3[NH:15]2)[CH:13]=[CH:12][CH:11]=[CH:10][CH:9]=1, predict the reaction product. The product is: [CH3:5][O:23][C:22]1[N:14]([C:8]2[CH:9]=[CH:10][CH:11]=[CH:12][CH:13]=2)[N:15]=[C:16]2[C:21]=1[C@H:20]1[C:24]([CH3:26])([CH3:25])[C@:17]2([CH3:27])[CH2:18][CH2:19]1.[CH3:5][N:15]1[C:16]2[C@:17]3([CH3:27])[C:24]([CH3:26])([CH3:25])[C@@H:20]([CH2:19][CH2:18]3)[C:21]=2[C:22](=[O:23])[N:14]1[C:8]1[CH:9]=[CH:10][CH:11]=[CH:12][CH:13]=1. (5) Given the reactants CCN=C=NCCCN(C)C.Cl.C1C=CC2N(O)N=NC=2C=1.[CH3:23][C:24]1([CH3:38])[C:28]([CH3:30])([CH3:29])[O:27][B:26]([C:31]2[CH:37]=[CH:36][C:34]([NH2:35])=[CH:33][CH:32]=2)[O:25]1.[CH2:39]([N:46]1[CH:51]=[C:50]([C:52]2[CH:57]=[CH:56][C:55]([F:58])=[CH:54][CH:53]=2)[C:49](=[O:59])[C:48]([C:60](O)=[O:61])=[CH:47]1)[C:40]1[CH:45]=[CH:44][CH:43]=[CH:42][CH:41]=1, predict the reaction product. The product is: [CH2:39]([N:46]1[CH:51]=[C:50]([C:52]2[CH:53]=[CH:54][C:55]([F:58])=[CH:56][CH:57]=2)[C:49](=[O:59])[C:48]([C:60]([NH:35][C:34]2[CH:36]=[CH:37][C:31]([B:26]3[O:25][C:24]([CH3:38])([CH3:23])[C:28]([CH3:29])([CH3:30])[O:27]3)=[CH:32][CH:33]=2)=[O:61])=[CH:47]1)[C:40]1[CH:45]=[CH:44][CH:43]=[CH:42][CH:41]=1. (6) Given the reactants [F:1][C:2]([F:16])([C:8]1[CH:13]=[CH:12][CH:11]=[C:10]([CH:14]=[CH2:15])[CH:9]=1)[C:3]([O:5][CH2:6][CH3:7])=[O:4].[CH3:17][S:18]([CH2:21]C=C)(=[O:20])=[O:19], predict the reaction product. The product is: [F:1][C:2]([F:16])([C:8]1[CH:13]=[CH:12][CH:11]=[C:10](/[CH:14]=[CH:15]/[CH2:17][S:18]([CH3:21])(=[O:20])=[O:19])[CH:9]=1)[C:3]([O:5][CH2:6][CH3:7])=[O:4]. (7) Given the reactants [Br:1][C:2]1[C:3](F)=[C:4]2[C:10]([NH:11][C:12](=[O:14])[CH3:13])=[CH:9][NH:8][C:5]2=[N:6][CH:7]=1.CCN(C(C)C)C(C)C.[NH:25]1[CH2:29][CH2:28][C@H:27]([NH:30][C:31](=[O:37])[O:32][C:33]([CH3:36])([CH3:35])[CH3:34])[CH2:26]1, predict the reaction product. The product is: [C:12]([NH:11][C:10]1[C:4]2[C:5](=[N:6][CH:7]=[C:2]([Br:1])[C:3]=2[N:25]2[CH2:29][CH2:28][C@H:27]([NH:30][C:31](=[O:37])[O:32][C:33]([CH3:35])([CH3:34])[CH3:36])[CH2:26]2)[NH:8][CH:9]=1)(=[O:14])[CH3:13]. (8) Given the reactants C([O:8][CH:9]1[CH:13]2[CH2:14][CH2:15][CH:10]1[CH:11]([N:16]([CH3:18])[CH3:17])[CH2:12]2)C1C=CC=CC=1.S(=O)(=O)(O)O, predict the reaction product. The product is: [CH3:17][N:16]([CH3:18])[CH:11]1[CH2:12][CH:13]2[CH:9]([OH:8])[CH:10]1[CH2:15][CH2:14]2. (9) Given the reactants [H-].[Na+].[CH3:3][CH:4]1[CH2:9][CH2:8][N:7]([C:10]([C:12]2[CH:20]=[CH:19][C:18]3[NH:17][C:16]4[CH2:21][CH2:22][N:23]([C:25]([O:27][C:28]([CH3:31])([CH3:30])[CH3:29])=[O:26])[CH2:24][C:15]=4[C:14]=3[CH:13]=2)=[O:11])[CH2:6][CH2:5]1.[CH2:32]([S:34](Cl)(=[O:36])=[O:35])[CH3:33], predict the reaction product. The product is: [CH2:32]([S:34]([N:17]1[C:18]2[CH:19]=[CH:20][C:12]([C:10]([N:7]3[CH2:8][CH2:9][CH:4]([CH3:3])[CH2:5][CH2:6]3)=[O:11])=[CH:13][C:14]=2[C:15]2[CH2:24][N:23]([C:25]([O:27][C:28]([CH3:30])([CH3:29])[CH3:31])=[O:26])[CH2:22][CH2:21][C:16]1=2)(=[O:36])=[O:35])[CH3:33].